Predict the reactants needed to synthesize the given product. From a dataset of Full USPTO retrosynthesis dataset with 1.9M reactions from patents (1976-2016). (1) Given the product [CH2:26]([O:25][C:23]([N:1]1[C:9]2[C:4](=[CH:5][CH:6]=[CH:7][CH:8]=2)[CH2:3][C@H:2]1[C:10]([OH:12])=[O:11])=[O:24])[C:27]1[CH:32]=[CH:31][CH:30]=[CH:29][CH:28]=1, predict the reactants needed to synthesize it. The reactants are: [NH:1]1[C:9]2[C:4](=[CH:5][CH:6]=[CH:7][CH:8]=2)[CH2:3][C@H:2]1[C:10]([OH:12])=[O:11].CCN(C(C)C)C(C)C.Cl[C:23]([O:25][CH2:26][C:27]1[CH:32]=[CH:31][CH:30]=[CH:29][CH:28]=1)=[O:24]. (2) Given the product [F:18][C:19]1[CH:20]=[CH:21][C:22]([C:25]2[O:29][N:28]=[C:27]([C:30]([N:10]3[CH2:9][C@H:8]([C:11]4[CH:12]=[CH:13][CH:14]=[CH:15][CH:16]=4)[NH:7][C:6](=[O:17])[C@@H:5]3[CH2:1][CH:2]([CH3:4])[CH3:3])=[O:31])[CH:26]=2)=[CH:23][CH:24]=1, predict the reactants needed to synthesize it. The reactants are: [CH2:1]([C@@H:5]1[NH:10][CH2:9][C@H:8]([C:11]2[CH:16]=[CH:15][CH:14]=[CH:13][CH:12]=2)[NH:7][C:6]1=[O:17])[CH:2]([CH3:4])[CH3:3].[F:18][C:19]1[CH:24]=[CH:23][C:22]([C:25]2[O:29][N:28]=[C:27]([C:30](O)=[O:31])[CH:26]=2)=[CH:21][CH:20]=1.C([C@@H]1N(C(=O)/C=C/C2C=CC=CC=2)C[C@H](CC(C)C)NC1=O)C(C)C.